Dataset: Reaction yield outcomes from USPTO patents with 853,638 reactions. Task: Predict the reaction yield, written as a fraction of the theoretical maximum amount of product (1.0 means a 100% yield; for example, 0.34 means a 34% yield). The reactants are FC(F)(F)C([O-])=O.[Br:8][C:9]1[CH:14]=[CH:13][C:12]([C:15]2[C:19]3[CH2:20][NH:21][CH2:22][CH2:23][C:18]=3[NH2+:17][N:16]=2)=[CH:11][CH:10]=1.CCN(CC)CC.[CH3:31][S:32](Cl)(=[O:34])=[O:33]. The catalyst is CN(C=O)C. The product is [Br:8][C:9]1[CH:10]=[CH:11][C:12]([C:15]2[C:19]3[CH2:20][N:21]([S:32]([CH3:31])(=[O:34])=[O:33])[CH2:22][CH2:23][C:18]=3[NH:17][N:16]=2)=[CH:13][CH:14]=1. The yield is 0.500.